Dataset: Reaction yield outcomes from USPTO patents with 853,638 reactions. Task: Predict the reaction yield, written as a fraction of the theoretical maximum amount of product (1.0 means a 100% yield; for example, 0.34 means a 34% yield). (1) The reactants are CCN=C=NCCCN(C)C.[NH2:12][CH2:13][C:14]1[CH:43]=[CH:42][C:17]([CH2:18][N:19]([CH:32]2[CH2:41][C:40]3[N:39]=[CH:38][CH:37]=[CH:36][C:35]=3[CH2:34][CH2:33]2)[S:20]([C:23]2[CH:28]=[CH:27][CH:26]=[CH:25][C:24]=2[N+:29]([O-:31])=[O:30])(=[O:22])=[O:21])=[CH:16][CH:15]=1.[Cl:44][C:45]1[CH:53]=[N:52][CH:51]=[C:50]([Cl:54])[C:46]=1[C:47](O)=[O:48].ON1C2C=CC=CC=2N=N1.CN1CCOCC1. No catalyst specified. The product is [Cl:44][C:45]1[CH:53]=[N:52][CH:51]=[C:50]([Cl:54])[C:46]=1[C:47]([NH:12][CH2:13][C:14]1[CH:15]=[CH:16][C:17]([CH2:18][N:19]([S:20]([C:23]2[CH:28]=[CH:27][CH:26]=[CH:25][C:24]=2[N+:29]([O-:31])=[O:30])(=[O:21])=[O:22])[CH:32]2[CH2:41][C:40]3[N:39]=[CH:38][CH:37]=[CH:36][C:35]=3[CH2:34][CH2:33]2)=[CH:42][CH:43]=1)=[O:48]. The yield is 0.400. (2) The product is [F:1][C:2]1[CH:22]=[CH:21][CH:20]=[CH:19][C:3]=1[CH2:4][O:5][C:6]1[CH:7]=[CH:8][C:9]([CH2:10][NH:11][C@@H:12]([CH3:16])[C:13]([NH2:15])=[O:14])=[CH:17][CH:18]=1. The catalyst is CO. The yield is 0.950. The reactants are [F:1][C:2]1[CH:22]=[CH:21][CH:20]=[CH:19][C:3]=1[CH2:4][O:5][C:6]1[CH:18]=[CH:17][C:9]([CH:10]=[N:11][C@@H:12]([CH3:16])[C:13]([NH2:15])=[O:14])=[CH:8][CH:7]=1.[BH4-].[Na+]. (3) The reactants are [Br:1][C:2]1[CH:3]=[CH:4][C:5]([CH2:8][OH:9])=[N:6][CH:7]=1.[H-].[Na+].[CH3:12]I. The catalyst is C1COCC1. The product is [Br:1][C:2]1[CH:3]=[CH:4][C:5]([CH2:8][O:9][CH3:12])=[N:6][CH:7]=1. The yield is 0.472.